From a dataset of Full USPTO retrosynthesis dataset with 1.9M reactions from patents (1976-2016). Predict the reactants needed to synthesize the given product. (1) Given the product [Cl:1][C:2]1[C:10]2[C:9]3[C:11]([Cl:17])=[C:12]([Cl:16])[C:13]([Cl:15])=[CH:14][C:8]=3[O:7][C:6]=2[C:5]([NH2:18])=[C:4]([Cl:21])[C:3]=1[Cl:22], predict the reactants needed to synthesize it. The reactants are: [Cl:1][C:2]1[C:10]2[C:9]3[C:11]([Cl:17])=[C:12]([Cl:16])[C:13]([Cl:15])=[CH:14][C:8]=3[O:7][C:6]=2[C:5]([N+:18]([O-])=O)=[C:4]([Cl:21])[C:3]=1[Cl:22]. (2) Given the product [C:1]([O:4][CH2:5][C:6]1[C:11]([CH2:12][NH2:13])=[C:10]([CH3:21])[CH:9]=[C:8]([NH2:22])[N:7]=1)(=[O:3])[CH3:2], predict the reactants needed to synthesize it. The reactants are: [C:1]([O:4][CH2:5][C:6]1[C:11]([CH2:12][NH:13]C(OC(C)(C)C)=O)=[C:10]([CH3:21])[CH:9]=[C:8]([NH:22]C(OC(C)(C)C)=O)[N:7]=1)(=[O:3])[CH3:2].